Dataset: Catalyst prediction with 721,799 reactions and 888 catalyst types from USPTO. Task: Predict which catalyst facilitates the given reaction. (1) Reactant: [CH3:1][N:2]1[C:10]2[C:5](=[CH:6][CH:7]=[CH:8][CH:9]=2)[C:4]([C:11]2[O:12][C:13]([C:16]3[CH:17]=[C:18]4[C:23](=[CH:24][CH:25]=3)[CH:22]=[C:21]([O:26][CH2:27][C:28]([O:30]C)=[O:29])[CH:20]=[CH:19]4)=[CH:14][N:15]=2)=[CH:3]1.[OH-].[Na+].Cl. Product: [CH3:1][N:2]1[C:10]2[C:5](=[CH:6][CH:7]=[CH:8][CH:9]=2)[C:4]([C:11]2[O:12][C:13]([C:16]3[CH:17]=[C:18]4[C:23](=[CH:24][CH:25]=3)[CH:22]=[C:21]([O:26][CH2:27][C:28]([OH:30])=[O:29])[CH:20]=[CH:19]4)=[CH:14][N:15]=2)=[CH:3]1. The catalyst class is: 87. (2) Reactant: [N:1]1([CH2:6][C:7]([CH2:12][CH2:13][C:14]([F:17])([F:16])[F:15])([C:10]#[N:11])[C:8]#[N:9])[CH:5]=[CH:4][CH:3]=[N:2]1.[N+]([O-])([O-])=O.[Ce+4].[NH4+].[N+]([O-])([O-])=O.[N+]([O-])([O-])=O.[N+]([O-])([O-])=O.[N+]([O-])([O-])=O.[I:40]I. Product: [I:40][C:4]1[CH:3]=[N:2][N:1]([CH2:6][C:7]([CH2:12][CH2:13][C:14]([F:15])([F:16])[F:17])([C:10]#[N:11])[C:8]#[N:9])[CH:5]=1. The catalyst class is: 10. (3) Reactant: O[CH2:2][C:3]1[CH:8]=[CH:7][CH:6]=[CH:5][C:4]=1[NH:9][C:10](=[O:16])[O:11][C:12]([CH3:15])([CH3:14])[CH3:13].P(Br)(Br)[Br:18].C(=O)([O-])O.[Na+].O. Product: [Br:18][CH2:2][C:3]1[CH:8]=[CH:7][CH:6]=[CH:5][C:4]=1[NH:9][C:10](=[O:16])[O:11][C:12]([CH3:15])([CH3:14])[CH3:13]. The catalyst class is: 4. (4) Reactant: [NH2:1][C:2]1[CH:24]=[CH:23][C:5]([CH2:6][N:7]2[C:15]3[C:10](=[CH:11][CH:12]=[C:13]([F:16])[CH:14]=3)[C:9]([CH2:17][C:18]([O:20][CH2:21][CH3:22])=[O:19])=[N:8]2)=[CH:4][CH:3]=1.C(N(CC)CC)C.[F:32][C:33]1[CH:41]=[C:40]([F:42])[CH:39]=[CH:38][C:34]=1[C:35](Cl)=[O:36].C(=O)(O)[O-].[Na+]. Product: [F:32][C:33]1[CH:41]=[C:40]([F:42])[CH:39]=[CH:38][C:34]=1[C:35]([NH:1][C:2]1[CH:3]=[CH:4][C:5]([CH2:6][N:7]2[C:15]3[C:10](=[CH:11][CH:12]=[C:13]([F:16])[CH:14]=3)[C:9]([CH2:17][C:18]([O:20][CH2:21][CH3:22])=[O:19])=[N:8]2)=[CH:23][CH:24]=1)=[O:36]. The catalyst class is: 4. (5) Reactant: [Cl:1][C:2]1[CH:7]=[CH:6][C:5](B(O)O)=[C:4]([C:11]([O:13][CH2:14][CH3:15])=[O:12])[CH:3]=1.I[C:17]1[CH:22]=[N:21][CH:20]=[CH:19][N:18]=1.C([O-])([O-])=O.[Cs+].[Cs+]. Product: [Cl:1][C:2]1[CH:7]=[CH:6][C:5]([C:17]2[CH:22]=[N:21][CH:20]=[CH:19][N:18]=2)=[C:4]([CH:3]=1)[C:11]([O:13][CH2:14][CH3:15])=[O:12]. The catalyst class is: 151. (6) Reactant: [CH:1]#[C:2][CH2:3][CH2:4][CH3:5].[Li]CCCC.[F:11][C:12]1[CH:17]=[CH:16][C:15]([C:18]([F:21])([F:20])[F:19])=[CH:14][C:13]=1[C:22]1([CH2:25][C:26](=[O:40])[C:27]([NH:29][C:30]2[CH:31]=[C:32]3[C:37](=[CH:38][CH:39]=2)[C:35](=[O:36])[O:34][CH2:33]3)=[O:28])[CH2:24][CH2:23]1.[Cl-].[NH4+]. The catalyst class is: 1. Product: [OH:40][C:26]([C:1]#[C:2][CH2:3][CH2:4][CH3:5])([CH2:25][C:22]1([C:13]2[CH:14]=[C:15]([C:18]([F:21])([F:19])[F:20])[CH:16]=[CH:17][C:12]=2[F:11])[CH2:24][CH2:23]1)[C:27]([NH:29][C:30]1[CH:31]=[C:32]2[C:37](=[CH:38][CH:39]=1)[C:35](=[O:36])[O:34][CH2:33]2)=[O:28].